Predict the reactants needed to synthesize the given product. From a dataset of Full USPTO retrosynthesis dataset with 1.9M reactions from patents (1976-2016). (1) Given the product [CH2:30]([N:34]([CH2:35][CH2:36][CH2:37][CH3:38])[C:2]1[N:7]=[C:6]([C:8]2[CH:17]=[CH:16][C:11]([C:12]([OH:14])=[O:13])=[CH:10][C:9]=2[C:18]([N:20]2[CH2:29][CH2:28][C:27]3[C:22](=[CH:23][CH:24]=[CH:25][CH:26]=3)[CH2:21]2)=[O:19])[CH:5]=[CH:4][N:3]=1)[CH2:31][CH2:32][CH3:33], predict the reactants needed to synthesize it. The reactants are: Cl[C:2]1[N:7]=[C:6]([C:8]2[CH:17]=[CH:16][C:11]([C:12]([O:14]C)=[O:13])=[CH:10][C:9]=2[C:18]([N:20]2[CH2:29][CH2:28][C:27]3[C:22](=[CH:23][CH:24]=[CH:25][CH:26]=3)[CH2:21]2)=[O:19])[CH:5]=[CH:4][N:3]=1.[CH2:30]([NH:34][CH2:35][CH2:36][CH2:37][CH3:38])[CH2:31][CH2:32][CH3:33].C(=O)([O-])[O-].[K+].[K+]. (2) Given the product [CH3:29][N:30]([CH3:34])[CH2:31][CH2:32][O:15][CH2:14][C:13]([CH2:12][O:11][CH2:3][CH2:4][CH2:5][CH2:6][CH2:7][CH2:8][CH2:9][CH3:10])([CH2:18][O:19][CH2:20][CH2:21][CH2:22][CH2:23][CH2:24][CH2:25][CH2:26][CH3:27])[CH2:16][O:17][CH2:32][CH2:31][N:30]([CH3:34])[CH3:29], predict the reactants needed to synthesize it. The reactants are: [H-].[Na+].[CH2:3]([O:11][CH2:12][C:13]([CH2:18][O:19][CH2:20][CH2:21][CH2:22][CH2:23][CH2:24][CH2:25][CH2:26][CH3:27])([CH2:16][OH:17])[CH2:14][OH:15])[CH2:4][CH2:5][CH2:6][CH2:7][CH2:8][CH2:9][CH3:10].Cl.[CH3:29][N:30]([CH3:34])[CH2:31][CH2:32]Cl. (3) Given the product [CH2:28]([NH:35][C:36]1[C:45]2[CH2:44][C:43](=[CH2:2])[CH2:42][CH2:41][C:40]=2[CH:39]=[CH:38][CH:37]=1)[C:29]1[CH:34]=[CH:33][CH:32]=[CH:31][CH:30]=1, predict the reactants needed to synthesize it. The reactants are: [I-].[CH3:2][P+](C1C=CC=CC=1)(C1C=CC=CC=1)C1C=CC=CC=1.CC(C)([O-])C.[Na+].[CH2:28]([NH:35][C:36]1[CH:37]=[CH:38][CH:39]=[C:40]2[C:45]=1[CH2:44][C:43](=O)[CH2:42][CH2:41]2)[C:29]1[CH:34]=[CH:33][CH:32]=[CH:31][CH:30]=1.O. (4) Given the product [NH2:13][C:14]1[N:19]=[C:18]([C:20]2[NH:24][C:23]([C:25]3[CH:30]=[C:29]([C:31]([F:33])([F:34])[F:32])[CH:28]=[CH:27][C:26]=3[Cl:35])=[C:22]([C:36]([NH2:37])=[O:2])[CH:21]=2)[CH:17]=[CH:16][N:15]=1, predict the reactants needed to synthesize it. The reactants are: C(O)(C(F)(F)F)=[O:2].S(=O)(=O)(O)O.[NH2:13][C:14]1[N:19]=[C:18]([C:20]2[NH:24][C:23]([C:25]3[CH:30]=[C:29]([C:31]([F:34])([F:33])[F:32])[CH:28]=[CH:27][C:26]=3[Cl:35])=[C:22]([C:36]#[N:37])[CH:21]=2)[CH:17]=[CH:16][N:15]=1.N. (5) Given the product [CH3:18][C:4]1[CH:5]=[C:6]([C:8]([F:17])([C:13]([F:14])([F:15])[F:16])[C:9]([F:11])([F:12])[F:10])[CH:7]=[C:2]([CH3:1])[C:3]=1[NH:19][C:20]([C:22]1[S:23][C:24]([Br:28])=[C:25]([NH2:27])[CH:26]=1)=[O:21], predict the reactants needed to synthesize it. The reactants are: [CH3:1][C:2]1[CH:7]=[C:6]([C:8]([F:17])([C:13]([F:16])([F:15])[F:14])[C:9]([F:12])([F:11])[F:10])[CH:5]=[C:4]([CH3:18])[C:3]=1[NH:19][C:20]([C:22]1[S:23][CH:24]=[C:25]([NH2:27])[CH:26]=1)=[O:21].[Br:28]N1C(=O)CCC1=O.O. (6) Given the product [OH:11][CH2:10][CH:9]=[C:6]1[CH2:7][CH2:8][CH:3]([C:1]#[N:2])[CH2:4][CH2:5]1, predict the reactants needed to synthesize it. The reactants are: [C:1]([CH:3]1[CH2:8][CH2:7][C:6](=[CH:9][C:10](OCC)=[O:11])[CH2:5][CH2:4]1)#[N:2].[H-].[H-].[H-].[H-].[Li+].[Al+3].O.[OH-].[Na+]. (7) Given the product [Cl:26][C:27]1[CH:32]=[CH:31][C:30]([NH:33][C:34]([NH:1][C:2]2[CH:3]=[C:4]([N:9]([CH3:25])[C:10]3[N:15]=[C:14]4[S:16][C:17]([NH:19][C:20]([CH:22]5[CH2:23][CH2:24]5)=[O:21])=[N:18][C:13]4=[CH:12][CH:11]=3)[CH:5]=[CH:6][C:7]=2[F:8])=[O:35])=[CH:29][C:28]=1[C:36]([F:37])([F:38])[F:39], predict the reactants needed to synthesize it. The reactants are: [NH2:1][C:2]1[CH:3]=[C:4]([N:9]([CH3:25])[C:10]2[N:15]=[C:14]3[S:16][C:17]([NH:19][C:20]([CH:22]4[CH2:24][CH2:23]4)=[O:21])=[N:18][C:13]3=[CH:12][CH:11]=2)[CH:5]=[CH:6][C:7]=1[F:8].[Cl:26][C:27]1[CH:32]=[CH:31][C:30]([N:33]=[C:34]=[O:35])=[CH:29][C:28]=1[C:36]([F:39])([F:38])[F:37]. (8) Given the product [C:1]([C:5]1[CH:10]=[CH:9][C:8]([C:34]#[C:33][Si:30]([CH3:32])([CH3:31])[CH3:29])=[C:7]([N+:19]([O-:21])=[O:20])[CH:6]=1)([CH3:4])([CH3:3])[CH3:2], predict the reactants needed to synthesize it. The reactants are: [C:1]([C:5]1[CH:10]=[CH:9][C:8](OS(C(F)(F)F)(=O)=O)=[C:7]([N+:19]([O-:21])=[O:20])[CH:6]=1)([CH3:4])([CH3:3])[CH3:2].C(N(CC)CC)C.[CH3:29][Si:30]([C:33]#[CH:34])([CH3:32])[CH3:31].